Dataset: Full USPTO retrosynthesis dataset with 1.9M reactions from patents (1976-2016). Task: Predict the reactants needed to synthesize the given product. (1) Given the product [CH3:1][C:2]1[C:3]([CH3:12])=[CH:4][C:5]2[S:9][C:8](=[N:10][C:18](=[O:19])[C:17]3[CH:21]=[CH:22][CH:23]=[C:15]([C:14]([F:25])([F:24])[F:13])[CH:16]=3)[N:7]([CH:27]([CH2:32][CH3:33])[C:28]([OH:30])=[O:29])[C:6]=2[CH:11]=1, predict the reactants needed to synthesize it. The reactants are: [CH3:1][C:2]1[C:3]([CH3:12])=[CH:4][C:5]2[S:9][C:8]([NH2:10])=[N:7][C:6]=2[CH:11]=1.[F:13][C:14]([F:25])([F:24])[C:15]1[CH:16]=[C:17]([CH:21]=[CH:22][CH:23]=1)[C:18](Cl)=[O:19].Br[CH:27]([CH2:32][CH3:33])[C:28]([O:30]C)=[O:29].COC1C=CC2N=C(N)SC=2C=1.ClC1C=C(C=CC=1)C(Cl)=O.BrCC(OCC)=O. (2) Given the product [Cl:1][C:2]1[C:3]([NH:11][C:12]2[CH:17]=[CH:16][C:15]([I:18])=[CH:14][C:13]=2[F:19])=[C:4]([CH:8]=[CH:9][N:10]=1)[C:5]([NH:28][O:27][CH2:26][C@H:24]1[CH2:23][O:22][C:21]([CH3:29])([CH3:20])[O:25]1)=[O:7], predict the reactants needed to synthesize it. The reactants are: [Cl:1][C:2]1[C:3]([NH:11][C:12]2[CH:17]=[CH:16][C:15]([I:18])=[CH:14][C:13]=2[F:19])=[C:4]([CH:8]=[CH:9][N:10]=1)[C:5]([OH:7])=O.[CH3:20][C:21]1([CH3:29])[O:25][C@@H:24]([CH2:26][O:27][NH2:28])[CH2:23][O:22]1. (3) Given the product [Cl:1][C:2]1[CH:11]=[CH:10][C:9]2[C:4](=[C:5]([C:21](=[O:23])[CH3:22])[C:6]([F:12])=[CH:7][CH:8]=2)[N:3]=1, predict the reactants needed to synthesize it. The reactants are: [Cl:1][C:2]1[CH:11]=[CH:10][C:9]2[C:4](=[CH:5][C:6]([F:12])=[CH:7][CH:8]=2)[N:3]=1.[Li]CCCC.CON(C)[C:21](=[O:23])[CH3:22].